Dataset: Full USPTO retrosynthesis dataset with 1.9M reactions from patents (1976-2016). Task: Predict the reactants needed to synthesize the given product. (1) Given the product [N+:24]([C:17]1[C:16]([NH:1][C:2]2[CH:7]=[CH:6][CH:5]=[CH:4][CH:3]=2)=[CH:23][CH:22]=[CH:21][C:18]=1[C:19]#[N:20])([O-:26])=[O:25], predict the reactants needed to synthesize it. The reactants are: [NH2:1][C:2]1[CH:7]=[CH:6][CH:5]=[CH:4][CH:3]=1.C1COCC1.[H-].[Na+].F[C:16]1[C:17]([N+:24]([O-:26])=[O:25])=[C:18]([CH:21]=[CH:22][CH:23]=1)[C:19]#[N:20]. (2) Given the product [C:3]1([CH3:8])[CH:4]=[CH:5][CH:6]=[CH:7][C:2]=1[O:20][BH:19][OH:22], predict the reactants needed to synthesize it. The reactants are: Br[C:2]1[CH:7]=[CH:6][CH:5]=[CH:4][C:3]=1[CH3:8].C([Li])(C)(C)C.CCCCC.[B:19](OC)([O:22]C)[O:20]C.